This data is from Peptide-MHC class II binding affinity with 134,281 pairs from IEDB. The task is: Regression. Given a peptide amino acid sequence and an MHC pseudo amino acid sequence, predict their binding affinity value. This is MHC class II binding data. (1) The peptide sequence is KSTNGLRIKSYEDAK. The MHC is HLA-DQA10501-DQB10201 with pseudo-sequence HLA-DQA10501-DQB10201. The binding affinity (normalized) is 0. (2) The peptide sequence is IMRIKKLTITGKGTL. The MHC is DRB1_1602 with pseudo-sequence DRB1_1602. The binding affinity (normalized) is 0.191. (3) The peptide sequence is AARLLSIRAMSTKFS. The MHC is HLA-DPA10201-DPB10501 with pseudo-sequence HLA-DPA10201-DPB10501. The binding affinity (normalized) is 0.467. (4) The peptide sequence is FESTGNLIAPEYGFKISY. The MHC is HLA-DPA10301-DPB10402 with pseudo-sequence HLA-DPA10301-DPB10402. The binding affinity (normalized) is 0.329. (5) The peptide sequence is IDLNVLLSAAINFFL. The MHC is DRB1_1001 with pseudo-sequence DRB1_1001. The binding affinity (normalized) is 0.196. (6) The peptide sequence is ADLDSGAVIAARDPH. The MHC is DRB1_0101 with pseudo-sequence DRB1_0101. The binding affinity (normalized) is 0.218. (7) The peptide sequence is WKVRLLPVPPTVTVF. The MHC is DRB1_1101 with pseudo-sequence DRB1_1101. The binding affinity (normalized) is 0.596. (8) The peptide sequence is INRQILDNAAKYVEH. The MHC is HLA-DQA10102-DQB10602 with pseudo-sequence HLA-DQA10102-DQB10602. The binding affinity (normalized) is 0.243.